Dataset: Forward reaction prediction with 1.9M reactions from USPTO patents (1976-2016). Task: Predict the product of the given reaction. Given the reactants [CH2:1]([O:3][C:4]([C:6]1[C:7](=[O:18])[O:8][C:9]2[C:14]([CH:15]=1)=[C:13]([CH3:16])[CH:12]=[C:11]([OH:17])[CH:10]=2)=[O:5])[CH3:2].C(N(C(C)C)CC)(C)C.Cl[CH2:29][O:30][CH3:31], predict the reaction product. The product is: [CH2:1]([O:3][C:4]([C:6]1[C:7](=[O:18])[O:8][C:9]2[C:14]([CH:15]=1)=[C:13]([CH3:16])[CH:12]=[C:11]([O:17][CH2:29][O:30][CH3:31])[CH:10]=2)=[O:5])[CH3:2].